Task: Predict the reaction yield, written as a fraction of the theoretical maximum amount of product (1.0 means a 100% yield; for example, 0.34 means a 34% yield).. Dataset: Reaction yield outcomes from USPTO patents with 853,638 reactions The reactants are CO[C:3]1[CH2:4][CH:5]([C:9]2[CH:16]=[CH:15][C:12]([C:13]#[N:14])=[CH:11][CH:10]=2)[CH2:6][CH2:7][N:8]=1.[NH2:17][C:18]1[CH:19]=[C:20]([CH:25]=[CH:26][C:27]=1[CH3:28])[C:21]([NH:23][NH2:24])=O. The catalyst is ClC1C=CC=CC=1Cl. The product is [NH2:17][C:18]1[CH:19]=[C:20]([C:21]2[N:8]3[CH2:7][CH2:6][CH:5]([C:9]4[CH:16]=[CH:15][C:12]([C:13]#[N:14])=[CH:11][CH:10]=4)[CH2:4][C:3]3=[N:24][N:23]=2)[CH:25]=[CH:26][C:27]=1[CH3:28]. The yield is 0.310.